From a dataset of Forward reaction prediction with 1.9M reactions from USPTO patents (1976-2016). Predict the product of the given reaction. (1) Given the reactants [CH3:1][C:2]([CH3:7])([CH3:6])[CH2:3][CH2:4][NH2:5].[CH3:8][C:9]([O:12][C:13](O[C:13]([O:12][C:9]([CH3:11])([CH3:10])[CH3:8])=[O:14])=[O:14])([CH3:11])[CH3:10], predict the reaction product. The product is: [CH3:1][C:2]([CH3:7])([CH3:6])[CH2:3][CH2:4][NH:5][C:13](=[O:14])[O:12][C:9]([CH3:11])([CH3:10])[CH3:8]. (2) Given the reactants [Br:1][C:2]1[CH:7]=[CH:6][C:5]([CH2:8][C:9]([OH:11])=O)=[CH:4][CH:3]=1.C(N1C=CN=C1)(N1C=CN=C1)=O.[F:24][C:25]1[CH:26]=[C:27]([CH:30]=[CH:31][CH:32]=1)[CH2:28][NH2:29], predict the reaction product. The product is: [Br:1][C:2]1[CH:3]=[CH:4][C:5]([CH2:8][C:9]([NH:29][CH2:28][C:27]2[CH:30]=[CH:31][CH:32]=[C:25]([F:24])[CH:26]=2)=[O:11])=[CH:6][CH:7]=1. (3) Given the reactants [F:1][C:2]([F:13])([F:12])[O:3][C:4]1[CH:5]=[C:6]([CH:9]=[CH:10][CH:11]=1)[CH:7]=O.[CH3:14][C:15]([S@@:18]([NH2:20])=[O:19])([CH3:17])[CH3:16], predict the reaction product. The product is: [F:1][C:2]([F:13])([F:12])[O:3][C:4]1[CH:5]=[C:6](/[CH:7]=[N:20]/[S@:18]([C:15]([CH3:17])([CH3:16])[CH3:14])=[O:19])[CH:9]=[CH:10][CH:11]=1. (4) Given the reactants C[O:2][C:3](=O)[C:4]([C:7]1[CH:12]=[CH:11][C:10]([C:13](=[O:32])[NH:14][C:15]2[CH:20]=[CH:19][C:18]([Cl:21])=[CH:17][C:16]=2[C:22](=[O:31])[NH:23][C:24]2[CH:29]=[CH:28][C:27]([Cl:30])=[CH:26][N:25]=2)=[CH:9][CH:8]=1)([CH3:6])[CH3:5].[Li+].[BH4-], predict the reaction product. The product is: [Cl:21][C:18]1[CH:19]=[CH:20][C:15]([NH:14][C:13]([C:10]2[CH:11]=[CH:12][C:7]([C:4]([CH3:6])([CH3:5])[CH2:3][OH:2])=[CH:8][CH:9]=2)=[O:32])=[C:16]([C:22](=[O:31])[NH:23][C:24]2[CH:29]=[CH:28][C:27]([Cl:30])=[CH:26][N:25]=2)[CH:17]=1. (5) Given the reactants C([O:4][C@@H:5]1[C@H:9]([O:10][CH2:11][C:12]2[CH:17]=[CH:16][CH:15]=[CH:14][CH:13]=2)[C@:8]([CH2:20][O:21][CH2:22][C:23]2[CH:28]=[CH:27][CH:26]=[CH:25][CH:24]=2)([CH:18]=[CH2:19])[O:7][C@H:6]1[N:29]1[CH:34]=[CH:33][C:32]([NH2:35])=[N:31][C:30]1=[O:36])(=O)C.CO, predict the reaction product. The product is: [NH2:35][C:32]1[CH:33]=[CH:34][N:29]([C@H:6]2[C@H:5]([OH:4])[C@H:9]([O:10][CH2:11][C:12]3[CH:17]=[CH:16][CH:15]=[CH:14][CH:13]=3)[C@:8]([CH2:20][O:21][CH2:22][C:23]3[CH:24]=[CH:25][CH:26]=[CH:27][CH:28]=3)([CH:18]=[CH2:19])[O:7]2)[C:30](=[O:36])[N:31]=1. (6) Given the reactants Br[C:2]1[CH:3]=[CH:4][C:5](=[O:9])[N:6]([CH3:8])[CH:7]=1.[Cl:10][C:11]1[N:16]=[CH:15][C:14](B(O)O)=[CH:13][CH:12]=1.C([O-])([O-])=O.[Na+].[Na+], predict the reaction product. The product is: [Cl:10][C:11]1[N:16]=[CH:15][C:14]([C:2]2[CH:3]=[CH:4][C:5](=[O:9])[N:6]([CH3:8])[CH:7]=2)=[CH:13][CH:12]=1. (7) Given the reactants [F:1][C:2]1[CH:7]=[C:6]([F:8])[CH:5]=[CH:4][C:3]=1[N:9]1[C:13](=[O:14])[O:12][C:11]([C:15]2[CH:16]=[C:17]([CH:28]=[CH:29][CH:30]=2)[C:18]([O:20]CC2C=CC=CC=2)=[O:19])=[N:10]1.Br.CCOCC, predict the reaction product. The product is: [F:1][C:2]1[CH:7]=[C:6]([F:8])[CH:5]=[CH:4][C:3]=1[N:9]1[C:13](=[O:14])[O:12][C:11]([C:15]2[CH:16]=[C:17]([CH:28]=[CH:29][CH:30]=2)[C:18]([OH:20])=[O:19])=[N:10]1. (8) Given the reactants C(N(CC)CC)C.Cl.Cl.[CH3:10][N:11]1[C:15]2[C:16]3[CH:17]=[CH:18][CH:19]=[CH:20][C:21]=3[O:22][C:23]3([CH2:28][CH2:27][NH:26][CH2:25][CH2:24]3)[C:14]=2[CH:13]=[N:12]1.[CH:29]([S:32]([C:35]1[CH:43]=[CH:42][C:38]([C:39](O)=[O:40])=[CH:37][C:36]=1[CH3:44])(=[O:34])=[O:33])([CH3:31])[CH3:30].CN(C(ON1N=NC2C=CC=NC1=2)=[N+](C)C)C.F[P-](F)(F)(F)(F)F, predict the reaction product. The product is: [CH:29]([S:32]([C:35]1[CH:43]=[CH:42][C:38]([C:39]([N:26]2[CH2:27][CH2:28][C:23]3([C:14]4[CH:13]=[N:12][N:11]([CH3:10])[C:15]=4[C:16]4[CH:17]=[CH:18][CH:19]=[CH:20][C:21]=4[O:22]3)[CH2:24][CH2:25]2)=[O:40])=[CH:37][C:36]=1[CH3:44])(=[O:34])=[O:33])([CH3:31])[CH3:30]. (9) Given the reactants [CH2:1]([O:8][C:9]([C:11]1[CH:20]=[CH:19][C:18]2[C:13](=[C:14]([O:22][CH3:23])[CH:15]=[CH:16][C:17]=2Br)[N:12]=1)=[O:10])C1C=CC=CC=1.COC1C=CC(B(O)O)=CC=1.[Cl:35][C:36]1[CH:37]=[C:38](B(O)O)[CH:39]=[CH:40][CH:41]=1, predict the reaction product. The product is: [CH3:1][O:8][C:9]([C:11]1[CH:20]=[CH:19][C:18]2[C:13](=[C:14]([O:22][CH3:23])[CH:15]=[CH:16][C:17]=2[C:39]2[CH:38]=[CH:37][C:36]([Cl:35])=[CH:41][CH:40]=2)[N:12]=1)=[O:10].